From a dataset of Forward reaction prediction with 1.9M reactions from USPTO patents (1976-2016). Predict the product of the given reaction. (1) Given the reactants [N:1]1[CH:6]=[CH:5][CH:4]=[C:3]([CH2:7][CH:8]2[C:13](=O)[CH:12]3[CH2:15][CH2:16][N:9]2[CH2:10][CH2:11]3)[CH:2]=1.CCOCC.C([O-])=O.[NH4+].C([BH3-])#[N:27].[Na+], predict the reaction product. The product is: [NH2:27][CH:13]1[CH:12]2[CH2:15][CH2:16][N:9]([CH2:10][CH2:11]2)[CH:8]1[CH2:7][C:3]1[CH:2]=[N:1][CH:6]=[CH:5][CH:4]=1. (2) Given the reactants [NH2:1][C:2]1[C:3]([Cl:29])=[C:4]([N:10]2[CH2:15][CH2:14][C@H:13]([NH:16][C:17](=[O:20])[O:18][CH3:19])[C@@H:12]([O:21][Si:22]([C:25]([CH3:28])([CH3:27])[CH3:26])([CH3:24])[CH3:23])[CH2:11]2)[CH:5]=[C:6]([C:8]#[N:9])[CH:7]=1.NC1C=CC=CC=1.[CH:37]1([N:40]([CH2:56][C:57]2[CH:62]=[CH:61][C:60]([O:63][CH3:64])=[CH:59][CH:58]=2)[C:41]2[C:46]3=[N:47][CH:48]=[C:49]([C:50]#[N:51])[N:45]3[N:44]=[C:43](S(C)(=O)=O)[N:42]=2)[CH2:39][CH2:38]1, predict the reaction product. The product is: [Si:22]([O:21][C@@H:12]1[C@@H:13]([NH:16][C:17](=[O:20])[O:18][CH3:19])[CH2:14][CH2:15][N:10]([C:4]2[CH:5]=[C:6]([C:8]#[N:9])[CH:7]=[C:2]([NH:1][C:43]3[N:42]=[C:41]([N:40]([CH:37]4[CH2:39][CH2:38]4)[CH2:56][C:57]4[CH:62]=[CH:61][C:60]([O:63][CH3:64])=[CH:59][CH:58]=4)[C:46]4=[N:47][CH:48]=[C:49]([C:50]#[N:51])[N:45]4[N:44]=3)[C:3]=2[Cl:29])[CH2:11]1)([C:25]([CH3:26])([CH3:28])[CH3:27])([CH3:23])[CH3:24]. (3) Given the reactants [NH2:1][C:2]1[CH:3]=[CH:4][C:5]([CH3:21])=[C:6]([C:8]2[CH:13]=[CH:12][C:11]([C:14]([NH:16][CH2:17][CH:18]3[CH2:20][CH2:19]3)=[O:15])=[CH:10][CH:9]=2)[CH:7]=1.[CH3:22][C:23]1[O:24][C:25]([C:31]2[CH:36]=[CH:35][CH:34]=[CH:33][CH:32]=2)=[CH:26][C:27]=1[C:28](O)=[O:29], predict the reaction product. The product is: [CH:18]1([CH2:17][NH:16][C:14]([C:11]2[CH:12]=[CH:13][C:8]([C:6]3[C:5]([CH3:21])=[CH:4][CH:3]=[C:2]([NH:1][C:28]([C:27]4[CH:26]=[C:25]([C:31]5[CH:32]=[CH:33][CH:34]=[CH:35][CH:36]=5)[O:24][C:23]=4[CH3:22])=[O:29])[CH:7]=3)=[CH:9][CH:10]=2)=[O:15])[CH2:20][CH2:19]1. (4) Given the reactants OC[C:3]([CH3:7])([CH2:5][OH:6])[CH3:4].[Cl:8][CH2:9][C:10]([CH2:12][Cl:13])=[O:11].C1C=CC=CC=1.C(=O)(O)[O-].[Na+], predict the reaction product. The product is: [Cl:8][CH2:9][C:10]1([CH2:12][Cl:13])[O:6][CH2:5][C:3]([CH3:4])([CH3:7])[O:11]1. (5) The product is: [NH2:14][C:15]1[C:16]([C:25]#[C:26][C:2]2[N:3]([CH3:13])[N:4]=[C:5]3[C:10]=2[CH:9]=[CH:8][C:7]([O:11][CH3:12])=[CH:6]3)=[N:17][CH:18]=[CH:19][C:20]=1[C:21]([O:23][CH3:24])=[O:22]. Given the reactants I[C:2]1[N:3]([CH3:13])[N:4]=[C:5]2[C:10]=1[CH:9]=[CH:8][C:7]([O:11][CH3:12])=[CH:6]2.[NH2:14][C:15]1[C:16]([C:25]#[CH:26])=[N:17][CH:18]=[CH:19][C:20]=1[C:21]([O:23][CH3:24])=[O:22], predict the reaction product. (6) Given the reactants CC(C)([O-])C.[K+].[C:7]([NH:11][S:12]([CH2:15][C:16]1[CH:21]=[CH:20][CH:19]=[CH:18][CH:17]=1)(=[O:14])=[O:13])([CH3:10])([CH3:9])[CH3:8].[C:22](OCC)(=[O:28])[C:23](OCC)=[O:24].Cl, predict the reaction product. The product is: [C:7]([N:11]1[C:23](=[O:24])[C:22]([OH:28])=[C:15]([C:16]2[CH:21]=[CH:20][CH:19]=[CH:18][CH:17]=2)[S:12]1(=[O:14])=[O:13])([CH3:10])([CH3:8])[CH3:9].